This data is from Full USPTO retrosynthesis dataset with 1.9M reactions from patents (1976-2016). The task is: Predict the reactants needed to synthesize the given product. The reactants are: Br[C:2]1[CH:8]=[CH:7][C:6]([N+:9]([O-:11])=[O:10])=[CH:5][C:3]=1[NH2:4].[N:12]1C=CC=C[CH:13]=1.[Cu]C#N. Given the product [NH2:4][C:3]1[CH:5]=[C:6]([N+:9]([O-:11])=[O:10])[CH:7]=[CH:8][C:2]=1[C:13]#[N:12], predict the reactants needed to synthesize it.